From a dataset of Forward reaction prediction with 1.9M reactions from USPTO patents (1976-2016). Predict the product of the given reaction. (1) Given the reactants CO[C:3]1[CH:12]=[C:11]2[C:6]([CH:7](CCCCCCCCCSCCCC(F)(F)C(F)(F)F)[C:8](C)([C:13]3[CH:18]=[CH:17][N:16]=[CH:15][CH:14]=3)[CH2:9][O:10]2)=[CH:5][CH:4]=1.B(Br)(Br)Br.C([O-])(O)=O.[Na+], predict the reaction product. The product is: [N:16]1[CH:17]=[CH:18][C:13]([CH:8]2[CH2:7][C:6]3[C:11](=[CH:12][CH:3]=[CH:4][CH:5]=3)[O:10][CH2:9]2)=[CH:14][CH:15]=1. (2) Given the reactants [NH:1]1[CH2:6][CH2:5][CH:4]([CH2:7][NH:8][C:9]([N:11]2[C:15]3[CH:16]=[CH:17][CH:18]=[CH:19][C:14]=3[N:13]([CH2:20][CH3:21])[C:12]2=[O:22])=[O:10])[CH2:3][CH2:2]1.[CH3:23]O[C:25]1[CH:30]=[CH:29][C:28]([O:31][CH2:32][CH:33]2[O:35][CH2:34]2)=[CH:27][CH:26]=1, predict the reaction product. The product is: [NH:1]1[CH2:6][CH2:5][CH:4]([CH2:7][NH:8][C:9]([N:11]2[C:15]3[CH:16]=[CH:17][CH:18]=[CH:19][C:14]=3[N:13]([CH:20]([CH3:23])[CH3:21])[C:12]2=[O:22])=[O:10])[CH2:3][CH2:2]1.[O:35]1[CH:33]([CH2:32][O:31][C:28]2[CH:27]=[CH:26][CH:25]=[CH:30][CH:29]=2)[CH2:34]1. (3) Given the reactants C[O:2][C:3](=[O:15])[CH:4]([C:6]1[CH:7]=[CH:8][C:9]2[O:13][CH:12]=[N:11][C:10]=2[CH:14]=1)[CH3:5].[Li+].[OH-].C(O)(=O)C, predict the reaction product. The product is: [O:13]1[C:9]2[CH:8]=[CH:7][C:6]([CH:4]([CH3:5])[C:3]([OH:15])=[O:2])=[CH:14][C:10]=2[N:11]=[CH:12]1. (4) Given the reactants [F:1][C:2]1[CH:15]=[CH:14][C:5]2[O:6][CH2:7][CH2:8][C:9]([C:11]([OH:13])=O)=[CH:10][C:4]=2[CH:3]=1.[N:16]1[CH:21]=[C:20]([C:22]2[CH:23]=[C:24]([NH2:28])[CH:25]=[CH:26][CH:27]=2)[CH:19]=[N:18][CH:17]=1.Cl.C(N=C=NCCCN(C)C)C, predict the reaction product. The product is: [N:16]1[CH:21]=[C:20]([C:22]2[CH:23]=[C:24]([NH:28][C:11]([C:9]3[CH2:8][CH2:7][O:6][C:5]4[CH:14]=[CH:15][C:2]([F:1])=[CH:3][C:4]=4[CH:10]=3)=[O:13])[CH:25]=[CH:26][CH:27]=2)[CH:19]=[N:18][CH:17]=1. (5) Given the reactants [C:1]1([C:19]2[CH:24]=[CH:23][CH:22]=[CH:21][CH:20]=2)[CH:6]=[CH:5][CH:4]=[C:3]([C:7]2[CH:8]=[C:9]([N+:16]([O-:18])=[O:17])[CH:10]=[C:11]3[C:15]=2[NH:14][CH:13]=[CH:12]3)[CH:2]=1.[CH3:25]I.[H-].[Na+].O, predict the reaction product. The product is: [C:1]1([C:19]2[CH:20]=[CH:21][CH:22]=[CH:23][CH:24]=2)[CH:6]=[CH:5][CH:4]=[C:3]([C:7]2[CH:8]=[C:9]([N+:16]([O-:18])=[O:17])[CH:10]=[C:11]3[C:15]=2[N:14]([CH3:25])[CH:13]=[CH:12]3)[CH:2]=1.